This data is from Forward reaction prediction with 1.9M reactions from USPTO patents (1976-2016). The task is: Predict the product of the given reaction. (1) Given the reactants [Cl:1][C:2]1[CH:16]=[CH:15][C:14]([Cl:17])=[CH:13][C:3]=1[C:4]([NH:6][C:7]1[S:8][C:9]([CH3:12])=[CH:10][N:11]=1)=[O:5].[H-].[Na+].Cl[CH2:21][C:22]1[N:23]=[C:24]([CH3:27])[S:25][CH:26]=1, predict the reaction product. The product is: [Cl:1][C:2]1[CH:16]=[CH:15][C:14]([Cl:17])=[CH:13][C:3]=1[C:4](/[N:6]=[C:7]1\[S:8][C:9]([CH3:12])=[CH:10][N:11]\1[CH2:21][C:22]1[N:23]=[C:24]([CH3:27])[S:25][CH:26]=1)=[O:5]. (2) Given the reactants [C:1]([CH2:3][NH:4][C:5]([C@@H:7]([NH:12][CH2:13][C:14]1[CH:19]=[CH:18][C:17]([C:20]2[CH:25]=[CH:24][C:23]([N:26]3[CH2:31][CH2:30][N:29](C(OC(C)(C)C)=O)[CH2:28][CH2:27]3)=[CH:22][CH:21]=2)=[CH:16][CH:15]=1)[CH2:8][CH:9]([CH3:11])[CH3:10])=[O:6])#[N:2].CS(O)(=O)=O.C([O-])(O)=O.[Na+], predict the reaction product. The product is: [C:1]([CH2:3][NH:4][C:5](=[O:6])[C@@H:7]([NH:12][CH2:13][C:14]1[CH:19]=[CH:18][C:17]([C:20]2[CH:25]=[CH:24][C:23]([N:26]3[CH2:27][CH2:28][NH:29][CH2:30][CH2:31]3)=[CH:22][CH:21]=2)=[CH:16][CH:15]=1)[CH2:8][CH:9]([CH3:11])[CH3:10])#[N:2]. (3) The product is: [CH2:19]([O:1][C:2]1[CH:9]=[CH:8][C:5]([CH:6]=[O:7])=[CH:4][CH:3]=1)[CH2:18][CH2:17][CH2:16][CH2:15][CH2:14][CH2:13][CH2:12][CH2:11][CH2:9][CH2:2][CH2:3][CH3:4]. Given the reactants [OH:1][C:2]1[CH:9]=[CH:8][C:5]([CH:6]=[O:7])=[CH:4][CH:3]=1.Br[CH2:11][CH2:12][CH2:13][CH2:14][CH2:15][CH2:16][CH2:17][CH2:18][CH3:19], predict the reaction product. (4) Given the reactants C1C=CN=CC=1.O=S(=O)=O.[C:11]([O:15][C:16]([N:18]1[CH2:22][CH2:21][C@@H:20]([OH:23])[CH2:19]1)=[O:17])([CH3:14])([CH3:13])[CH3:12].C(N(CC)CC)C, predict the reaction product. The product is: [C:11]([O:15][C:16]([N:18]1[CH2:22][CH2:21][C:20](=[O:23])[CH2:19]1)=[O:17])([CH3:14])([CH3:12])[CH3:13].